Predict the reactants needed to synthesize the given product. From a dataset of Full USPTO retrosynthesis dataset with 1.9M reactions from patents (1976-2016). (1) Given the product [OH:5][C:6]1[CH:11]=[CH:10][C:9]([C:19](=[O:18])[CH:20]([CH3:25])[CH3:21])=[CH:8][C:7]=1[CH3:12], predict the reactants needed to synthesize it. The reactants are: CC(C)C([O:5][C:6]1[CH:11]=[CH:10][CH:9]=[CH:8][C:7]=1[CH3:12])=O.C([O:18][C:19]1C=CC=[CH:21][C:20]=1[CH3:25])(=O)CC. (2) Given the product [C:8]([O:7][C@H:6]1[C@@H:11]([O:12][C:13](=[O:15])[CH3:14])[C@H:16]([O:17][C:18](=[O:20])[CH3:19])[C@@H:21]([CH2:23][O:24][C:25](=[O:27])[CH3:26])[O:22][C@@H:5]1[O:4][C:3]1[CH:34]=[CH:33][C:32]([I:31])=[CH:37][CH:2]=1)(=[O:10])[CH3:9], predict the reactants needed to synthesize it. The reactants are: Cl[C:2](Cl)(Cl)[C:3](=N)[O:4][C@H:5]1[O:22][C@H:21]([CH2:23][O:24][C:25](=[O:27])[CH3:26])[C@@H:16]([O:17][C:18](=[O:20])[CH3:19])[C@H:11]([O:12][C:13](=[O:15])[CH3:14])[C@@H:6]1[O:7][C:8](=[O:10])[CH3:9].[I:31][C:32]1[CH:37]=CC(O)=[CH:34][CH:33]=1. (3) Given the product [Cl:13][C:14]1[CH:19]=[C:18]([Cl:20])[CH:17]=[C:16]([Cl:21])[C:15]=1[S:22]([NH:12][C:9]1[S:10][CH:11]=[C:7]([C:5]2[S:6][C:2]([Cl:1])=[CH:3][CH:4]=2)[N:8]=1)(=[O:24])=[O:23], predict the reactants needed to synthesize it. The reactants are: [Cl:1][C:2]1[S:6][C:5]([C:7]2[N:8]=[C:9]([NH2:12])[S:10][CH:11]=2)=[CH:4][CH:3]=1.[Cl:13][C:14]1[CH:19]=[C:18]([Cl:20])[CH:17]=[C:16]([Cl:21])[C:15]=1[S:22](Cl)(=[O:24])=[O:23]. (4) Given the product [C:34]1([S:40]([C:43]2[CH:44]=[CH:45][C:46]([CH2:49][NH:50][C:26]([C:25]3[NH:28][C:12]4[CH:13]=[CH:14][N:15]=[CH:10][C:11]=4[CH:27]=3)=[O:55])=[CH:47][CH:48]=2)(=[O:41])=[O:42])[CH:39]=[CH:38][CH:37]=[CH:36][CH:35]=1, predict the reactants needed to synthesize it. The reactants are: CN(C(ON1N=N[C:11]2[CH:12]=[CH:13][CH:14]=[N:15][C:10]1=2)=[N+](C)C)C.F[P-](F)(F)(F)(F)F.[CH:25]([N:28](C(C)C)CC)([CH3:27])[CH3:26].[C:34]1([S:40]([C:43]2[CH:48]=[CH:47][C:46]([CH2:49][NH2:50])=[CH:45][CH:44]=2)(=[O:42])=[O:41])[CH:39]=[CH:38][CH:37]=[CH:36][CH:35]=1.CN(C=[O:55])C. (5) Given the product [NH2:1][C:2]1[O:6][N:5]=[C:4]([C:7]2[CH:12]=[CH:11][CH:10]=[CH:9][C:8]=2[F:13])[C:3]=1[C:14]([N:42]1[CH2:41][CH2:40][N:39]([C:45]2[CH:50]=[CH:49][CH:48]=[CH:47][C:46]=2[OH:51])[CH2:44][CH2:43]1)=[O:16], predict the reactants needed to synthesize it. The reactants are: [NH2:1][C:2]1[O:6][N:5]=[C:4]([C:7]2[CH:12]=[CH:11][CH:10]=[CH:9][C:8]=2[F:13])[C:3]=1[C:14]([OH:16])=O.Cl.C(N=C=NCCCN(C)C)C.OC1C2N=NNC=2C=CC=1.[N:39]1([C:45]2[CH:50]=[CH:49][CH:48]=[CH:47][C:46]=2[OH:51])[CH2:44][CH2:43][NH:42][CH2:41][CH2:40]1. (6) Given the product [OH:11]/[CH:10]=[C:4]1/[C:5](=[O:8])[CH2:6][CH2:7][C:2]([CH3:9])([CH3:1])[CH2:3]/1, predict the reactants needed to synthesize it. The reactants are: [CH3:1][C:2]1([CH3:9])[CH2:7][CH2:6][C:5](=[O:8])[CH2:4][CH2:3]1.[CH:10](OCC)=[O:11].O1CCCC1.CC(C)([O-])C.[K+].